Predict the product of the given reaction. From a dataset of Forward reaction prediction with 1.9M reactions from USPTO patents (1976-2016). (1) Given the reactants [O:1]=[C:2]1[N:8]([CH:9]2[CH2:14][CH2:13][N:12]([C:15]([O:17][C@@H:18]([C:28]([OH:30])=O)[CH2:19][C:20]3[CH:25]=[CH:24][C:23]([Br:26])=[C:22]([Br:27])[CH:21]=3)=[O:16])[CH2:11][CH2:10]2)[CH2:7][CH2:6][C:5]2[CH:31]=[CH:32][CH:33]=[CH:34][C:4]=2[NH:3]1.CN(C(ON1N=NC2C=CC=CC1=2)=[N+](C)C)C.[B-](F)(F)(F)F.C(N(CC)CC)C.[CH3:64][N:65]1[CH2:70][CH2:69][CH:68]([N:71]2[CH2:76][CH2:75][NH:74][CH2:73][CH2:72]2)[CH2:67][CH2:66]1, predict the reaction product. The product is: [O:1]=[C:2]1[N:8]([CH:9]2[CH2:10][CH2:11][N:12]([C:15]([O:17][C@H:18]([CH2:19][C:20]3[CH:25]=[CH:24][C:23]([Br:26])=[C:22]([Br:27])[CH:21]=3)[C:28]([N:74]3[CH2:73][CH2:72][N:71]([CH:68]4[CH2:69][CH2:70][N:65]([CH3:64])[CH2:66][CH2:67]4)[CH2:76][CH2:75]3)=[O:30])=[O:16])[CH2:13][CH2:14]2)[CH2:7][CH2:6][C:5]2[CH:31]=[CH:32][CH:33]=[CH:34][C:4]=2[NH:3]1. (2) Given the reactants Cl[C:2]1[C:11]([O:12][CH2:13][C:14]([F:17])([F:16])[F:15])=C(Cl)[C:9]2[C:4](=[CH:5][CH:6]=[C:7]([C:19]([C:31]3[N:35]([CH3:36])[CH:34]=[N:33][CH:32]=3)([C:21]3[CH:22]=[N:23][C:24]([C:27]([F:30])([F:29])[F:28])=[CH:25][CH:26]=3)[OH:20])[CH:8]=2)[N:3]=1.[CH3:37][O-:38].[Na+].[CH2:40]([Cl:42])Cl, predict the reaction product. The product is: [Cl:42][C:40]1[C:9]2[C:4](=[CH:5][CH:6]=[C:7]([C:19]([C:31]3[N:35]([CH3:36])[CH:34]=[N:33][CH:32]=3)([C:21]3[CH:22]=[N:23][C:24]([C:27]([F:28])([F:30])[F:29])=[CH:25][CH:26]=3)[OH:20])[CH:8]=2)[N:3]=[C:2]([O:38][CH3:37])[C:11]=1[O:12][CH2:13][C:14]([F:16])([F:17])[F:15].